From a dataset of Full USPTO retrosynthesis dataset with 1.9M reactions from patents (1976-2016). Predict the reactants needed to synthesize the given product. Given the product [C:11]([O:1][C:2]1[CH:9]=[C:8]([CH3:10])[CH:7]=[CH:6][C:3]=1[CH:4]=[O:5])(=[O:13])[CH3:12], predict the reactants needed to synthesize it. The reactants are: [OH:1][C:2]1[CH:9]=[C:8]([CH3:10])[CH:7]=[CH:6][C:3]=1[CH:4]=[O:5].[C:11](Cl)(=[O:13])[CH3:12].